Dataset: Forward reaction prediction with 1.9M reactions from USPTO patents (1976-2016). Task: Predict the product of the given reaction. (1) Given the reactants CS([C:5]1[N:6]=[CH:7][C:8]2[C:13]3([CH2:16][CH2:15][CH2:14]3)[N:12]([C:17]([O:19][CH2:20][C:21]3[CH:26]=[CH:25][CH:24]=[CH:23][CH:22]=3)=[O:18])[CH:11]([C:27]([O:29][CH3:30])=[O:28])[C:9]=2[N:10]=1)(=O)=O.[O:31]1[CH2:36][CH2:35][CH:34]([NH2:37])[CH2:33][CH2:32]1, predict the reaction product. The product is: [O:31]1[CH2:36][CH2:35][CH:34]([NH:37][C:5]2[N:6]=[CH:7][C:8]3[C:13]4([CH2:16][CH2:15][CH2:14]4)[N:12]([C:17]([O:19][CH2:20][C:21]4[CH:26]=[CH:25][CH:24]=[CH:23][CH:22]=4)=[O:18])[CH:11]([C:27]([O:29][CH3:30])=[O:28])[C:9]=3[N:10]=2)[CH2:33][CH2:32]1. (2) Given the reactants C(O)(C(F)(F)F)=O.[CH3:8][O:9][C:10]1[C:15]([C:16]2[CH:17]=[N:18][N:19](C(OC(C)(C)C)=O)[CH:20]=2)=[CH:14][CH:13]=[C:12]([NH:28][C:29]2[CH:30]=[CH:31][C:32]3[CH2:33][N:34]([CH3:46])[CH2:35][C@@H:36]([C:40]4[CH:45]=[CH:44][CH:43]=[CH:42][CH:41]=4)[O:37][C:38]=3[N:39]=2)[N:11]=1.C([O-])(O)=O.[Na+], predict the reaction product. The product is: [CH3:8][O:9][C:10]1[N:11]=[C:12]([NH:28][C:29]2[CH:30]=[CH:31][C:32]3[CH2:33][N:34]([CH3:46])[CH2:35][C@@H:36]([C:40]4[CH:45]=[CH:44][CH:43]=[CH:42][CH:41]=4)[O:37][C:38]=3[N:39]=2)[CH:13]=[CH:14][C:15]=1[C:16]1[CH:20]=[N:19][NH:18][CH:17]=1. (3) Given the reactants [F:1][C:2]([F:34])([F:33])[C:3]1[CH:28]=[C:27]([C:29]([F:32])([F:31])[F:30])[CH:26]=[CH:25][C:4]=1[CH2:5][N:6]1[C:14]2[C:9](=[CH:10][C:11]([CH:15]=[C:16]3[S:20][C:19](SCC)=[N:18][C:17]3=[O:24])=[CH:12][CH:13]=2)[CH:8]=[N:7]1.[CH3:35][N:36]([CH3:42])[C@@H:37]1[CH2:41][CH2:40][NH:39][CH2:38]1, predict the reaction product. The product is: [F:34][C:2]([F:33])([F:1])[C:3]1[CH:28]=[C:27]([C:29]([F:32])([F:30])[F:31])[CH:26]=[CH:25][C:4]=1[CH2:5][N:6]1[C:14]2[C:9](=[CH:10][C:11]([CH:15]=[C:16]3[S:20][C:19]([N:39]4[CH2:40][CH2:41][C@@H:37]([N:36]([CH3:42])[CH3:35])[CH2:38]4)=[N:18][C:17]3=[O:24])=[CH:12][CH:13]=2)[CH:8]=[N:7]1. (4) Given the reactants [NH2:1][C:2]1[NH:3][CH:4]=[C:5]([C:10]([NH2:12])=[O:11])[C:6]=1[C:7]([NH2:9])=[O:8].CC(O)=O.C(O[N:22]=O)(C)(C)C, predict the reaction product. The product is: [OH:8][C:7]1[C:6]2[C:5]([C:10]([NH2:12])=[O:11])=[CH:4][NH:3][C:2]=2[N:1]=[N:22][N:9]=1.